From a dataset of hERG potassium channel inhibition data for cardiac toxicity prediction from Karim et al.. Regression/Classification. Given a drug SMILES string, predict its toxicity properties. Task type varies by dataset: regression for continuous values (e.g., LD50, hERG inhibition percentage) or binary classification for toxic/non-toxic outcomes (e.g., AMES mutagenicity, cardiotoxicity, hepatotoxicity). Dataset: herg_karim. (1) The compound is COc1ccc(-c2nc(CCOc3cccc(C[C@@H]4C(=O)N(c5ccc(C(C)(C)C)cc5)[C@@H]4C(=O)O)c3)c(C)o2)cc1. The result is 1 (blocker). (2) The molecule is Cc1cccc(C)c1OC[C@@H](C)[NH3+]. The result is 1 (blocker).